Dataset: Reaction yield outcomes from USPTO patents with 853,638 reactions. Task: Predict the reaction yield, written as a fraction of the theoretical maximum amount of product (1.0 means a 100% yield; for example, 0.34 means a 34% yield). (1) The reactants are O=P(Cl)(Cl)Cl.[O:6]1[C:10]2[CH:11]=[CH:12][C:13]([C:15]3([C:18]([NH:20][C:21]4[CH:22]=[C:23]5[C:27](=[CH:28][CH:29]=4)[NH:26][C:25]([C:30]([CH3:33])([CH3:32])[CH3:31])=[CH:24]5)=[O:19])[CH2:17][CH2:16]3)=[CH:14][C:9]=2[O:8][CH2:7]1.CN([CH:37]=[O:38])C. No catalyst specified. The product is [O:6]1[C:10]2[CH:11]=[CH:12][C:13]([C:15]3([C:18]([NH:20][C:21]4[CH:22]=[C:23]5[C:27](=[CH:28][CH:29]=4)[NH:26][C:25]([C:30]([CH3:33])([CH3:32])[CH3:31])=[C:24]5[CH:37]=[O:38])=[O:19])[CH2:17][CH2:16]3)=[CH:14][C:9]=2[O:8][CH2:7]1. The yield is 0.610. (2) The reactants are [F:1][C:2]([F:18])([F:17])[C:3]1[CH:16]=[CH:15][C:6]2[NH:7][C:8]([CH2:10][CH2:11][CH2:12][CH2:13][OH:14])=[N:9][C:5]=2[CH:4]=1.C(=O)([O-])[O-].[K+].[K+].[CH3:25][Si:26]([CH2:29][CH2:30][O:31][CH2:32]Cl)([CH3:28])[CH3:27]. The catalyst is CN(C)C=O. The product is [F:18][C:2]([F:1])([F:17])[C:3]1[CH:16]=[CH:15][C:6]2[N:7]([CH2:32][O:31][CH2:30][CH2:29][Si:26]([CH3:28])([CH3:27])[CH3:25])[C:8]([CH2:10][CH2:11][CH2:12][CH2:13][OH:14])=[N:9][C:5]=2[CH:4]=1.[F:18][C:2]([F:1])([F:17])[C:3]1[CH:16]=[CH:15][C:6]2[N:7]=[C:8]([CH2:10][CH2:11][CH2:12][CH2:13][OH:14])[N:9]([CH2:32][O:31][CH2:30][CH2:29][Si:26]([CH3:28])([CH3:27])[CH3:25])[C:5]=2[CH:4]=1. The yield is 0.154. (3) The reactants are CCN(C(C)C)C(C)C.[F:10][C:11]1[CH:19]=[CH:18][CH:17]=[CH:16][C:12]=1[C:13]([OH:15])=O.CCN=C=NCCCN(C)C.C1C=CC2N(O)N=NC=2C=1.Cl.[O:42]=[C:43]([N:61]1[CH2:66][CH2:65][NH:64][CH2:63][CH2:62]1)[CH2:44][NH:45][C:46](=[O:60])[C:47]1[CH:52]=[CH:51][C:50]([O:53][C:54]2[CH:59]=[CH:58][CH:57]=[CH:56][CH:55]=2)=[CH:49][CH:48]=1. The catalyst is CN(C=O)C.O. The product is [F:10][C:11]1[CH:19]=[CH:18][CH:17]=[CH:16][C:12]=1[C:13]([N:64]1[CH2:65][CH2:66][N:61]([C:43](=[O:42])[CH2:44][NH:45][C:46](=[O:60])[C:47]2[CH:48]=[CH:49][C:50]([O:53][C:54]3[CH:55]=[CH:56][CH:57]=[CH:58][CH:59]=3)=[CH:51][CH:52]=2)[CH2:62][CH2:63]1)=[O:15]. The yield is 0.420. (4) The reactants are C([O:3][CH2:4][CH2:5][O:6][NH:7][C:8]([C:10]1[O:18][C:17]2[C:16]([F:19])=[CH:15][N:14]=[CH:13][C:12]=2[C:11]=1[NH:20][C:21]1[CH:26]=[CH:25][C:24]([I:27])=[CH:23][C:22]=1[F:28])=[O:9])=C.Cl.C(=O)([O-])O.[Na+].CO. The catalyst is C(O)C.ClCCl. The product is [OH:3][CH2:4][CH2:5][O:6][NH:7][C:8]([C:10]1[O:18][C:17]2[C:16]([F:19])=[CH:15][N:14]=[CH:13][C:12]=2[C:11]=1[NH:20][C:21]1[CH:26]=[CH:25][C:24]([I:27])=[CH:23][C:22]=1[F:28])=[O:9]. The yield is 0.360. (5) The reactants are Br[C:2]1[CH:3]=[C:4]([C:8]2[O:9][C:10]3[CH:16]=[CH:15][CH:14]=[CH:13][C:11]=3[N:12]=2)[CH:5]=[CH:6][CH:7]=1.[B:17]1([B:17]2[O:21][C:20]([CH3:23])([CH3:22])[C:19]([CH3:25])([CH3:24])[O:18]2)[O:21][C:20]([CH3:23])([CH3:22])[C:19]([CH3:25])([CH3:24])[O:18]1.C([O-])(=O)C.[K+]. The catalyst is C1C=CC(P(C2C=CC=CC=2)[C-]2C=CC=C2)=CC=1.C1C=CC(P(C2C=CC=CC=2)[C-]2C=CC=C2)=CC=1.Cl[Pd]Cl.[Fe+2].O1CCOCC1. The product is [CH3:24][C:19]1([CH3:25])[C:20]([CH3:23])([CH3:22])[O:21][B:17]([C:2]2[CH:3]=[C:4]([C:8]3[O:9][C:10]4[CH:16]=[CH:15][CH:14]=[CH:13][C:11]=4[N:12]=3)[CH:5]=[CH:6][CH:7]=2)[O:18]1. The yield is 0.770. (6) The reactants are Br[C:2]1[CH:7]=[CH:6][N:5]2[C:8]3[CH:14]=[CH:13][CH:12]=[CH:11][C:9]=3[N:10]=[C:4]2[N:3]=1.[NH:15]1[C:23]2[C:18](=[CH:19][C:20](B(O)O)=[CH:21][CH:22]=2)[CH:17]=[CH:16]1.C(O)(C(F)(F)F)=O. The catalyst is O.CC#N. The product is [NH:15]1[C:23]2[C:18](=[CH:19][C:20]([C:2]3[CH:7]=[CH:6][N:5]4[C:8]5[CH:14]=[CH:13][CH:12]=[CH:11][C:9]=5[N:10]=[C:4]4[N:3]=3)=[CH:21][CH:22]=2)[CH:17]=[CH:16]1. The yield is 0.500. (7) The reactants are [NH2:1][C:2]1[C:7]([F:8])=[CH:6][CH:5]=[C:4]([N:9]([CH2:12][CH3:13])[CH2:10][CH3:11])[C:3]=1[NH:14][C:15]([NH:17][C:18]1[CH:23]=[CH:22][C:21]([Cl:24])=[CH:20][C:19]=1[Cl:25])=S.Cl.C(N=C=NCCCN(C)C)C.C(N(CC)CC)C. The catalyst is O1CCCC1.C(OCC)(=O)C. The product is [Cl:25][C:19]1[CH:20]=[C:21]([Cl:24])[CH:22]=[CH:23][C:18]=1[NH:17][C:15]1[NH:14][C:3]2[C:4]([N:9]([CH2:12][CH3:13])[CH2:10][CH3:11])=[CH:5][CH:6]=[C:7]([F:8])[C:2]=2[N:1]=1. The yield is 0.700. (8) The reactants are [CH3:1][C:2]1[CH:8]=[C:7]([C:9]([OH:18])([C:14]([F:17])([F:16])[F:15])[C:10]([F:13])([F:12])[F:11])[CH:6]=[C:5]([CH3:19])[C:3]=1[NH2:4].[C:20]([NH:28][C:29]1[CH:30]=[C:31]([CH:35]=[CH:36][CH:37]=1)[C:32](Cl)=[O:33])(=[O:27])[C:21]1[CH:26]=[CH:25][CH:24]=[CH:23][CH:22]=1.N1C=CC=CC=1.C(=O)([O-])O.[Na+]. The catalyst is O.C(OCC)(=O)C.O1CCCC1. The product is [CH3:1][C:2]1[CH:8]=[C:7]([C:9]([OH:18])([C:10]([F:12])([F:13])[F:11])[C:14]([F:15])([F:16])[F:17])[CH:6]=[C:5]([CH3:19])[C:3]=1[NH:4][C:32](=[O:33])[C:31]1[CH:35]=[CH:36][CH:37]=[C:29]([NH:28][C:20](=[O:27])[C:21]2[CH:22]=[CH:23][CH:24]=[CH:25][CH:26]=2)[CH:30]=1. The yield is 0.950.